This data is from Forward reaction prediction with 1.9M reactions from USPTO patents (1976-2016). The task is: Predict the product of the given reaction. Given the reactants [NH2:1][C:2]1[CH:7]=[CH:6][CH:5]=[CH:4][C:3]=1[NH:8][C:9](=[O:17])[C:10]1[CH:15]=[CH:14][C:13](I)=[CH:12][CH:11]=1.Cl.Cl.[Cl:20][C:21]1[CH:22]=[C:23]([N:28]2[CH2:33][CH2:32][NH:31][CH2:30][CH2:29]2)[CH:24]=[CH:25][C:26]=1[F:27].C(=O)([O-])[O-].[K+].[K+].O1C=[CH:43][CH:42]=[C:41]1P(C1OC=CC=1)C1OC=CC=1.C=C=C, predict the reaction product. The product is: [NH2:1][C:2]1[CH:7]=[CH:6][CH:5]=[CH:4][C:3]=1[NH:8][C:9](=[O:17])[C:10]1[CH:15]=[CH:14][C:13]([C:42]([CH2:43][N:31]2[CH2:32][CH2:33][N:28]([C:23]3[CH:24]=[CH:25][C:26]([F:27])=[C:21]([Cl:20])[CH:22]=3)[CH2:29][CH2:30]2)=[CH2:41])=[CH:12][CH:11]=1.